This data is from Full USPTO retrosynthesis dataset with 1.9M reactions from patents (1976-2016). The task is: Predict the reactants needed to synthesize the given product. (1) Given the product [Br:18][C:2]1[CH:3]=[CH:4][C:5]([CH3:13])=[C:6]([CH:12]=1)[C:7]([O:9][CH2:10][CH3:11])=[O:8], predict the reactants needed to synthesize it. The reactants are: N[C:2]1[CH:3]=[CH:4][C:5]([CH3:13])=[C:6]([CH:12]=1)[C:7]([O:9][CH2:10][CH3:11])=[O:8].N([O-])=O.[Na+].[BrH:18]. (2) Given the product [C:1]([O:12][CH2:20][CH2:19][CH2:18][CH2:17][CH2:16][CH2:15][N:14]([CH3:22])[CH3:13])(=[O:11])/[CH:2]=[CH:3]/[CH2:4][CH2:5][CH2:6][CH2:7][CH2:8][CH2:9][CH3:10], predict the reactants needed to synthesize it. The reactants are: [C:1]([OH:12])(=[O:11])/[CH:2]=[CH:3]/[CH2:4][CH2:5][CH2:6][CH2:7][CH2:8][CH2:9][CH3:10].[CH3:13][N:14]([CH3:22])[CH2:15][CH2:16][CH2:17][CH2:18][CH2:19][CH2:20]O. (3) Given the product [NH2:1][C:2]1[CH:3]=[CH:4][C:5]([CH:8]([CH3:12])[C:9]([O:11][CH3:21])=[O:10])=[CH:6][CH:7]=1, predict the reactants needed to synthesize it. The reactants are: [NH2:1][C:2]1[CH:7]=[CH:6][C:5]([CH:8]([CH3:12])[C:9]([OH:11])=[O:10])=[CH:4][CH:3]=1.S(=O)(=O)(O)O.O.O.[NH4+].[CH3:21]O. (4) Given the product [Br:1][C:2]1[C:9]([O:10][CH3:11])=[CH:8][C:5]([CH:6]([OH:7])[CH2:14][CH3:15])=[CH:4][C:3]=1[O:12][CH3:13], predict the reactants needed to synthesize it. The reactants are: [Br:1][C:2]1[C:9]([O:10][CH3:11])=[CH:8][C:5]([CH:6]=[O:7])=[CH:4][C:3]=1[O:12][CH3:13].[CH2:14]([Mg]Br)[CH3:15].